Dataset: Forward reaction prediction with 1.9M reactions from USPTO patents (1976-2016). Task: Predict the product of the given reaction. (1) The product is: [CH2:1]([O:3][C:4]([C:5]1[N:24]=[C:9]([C:10]2[CH:15]=[CH:14][CH:13]=[CH:12][N:11]=2)[CH:8]=[C:7]([OH:17])[CH:6]=1)=[O:19])[CH3:2]. Given the reactants [CH2:1]([O:3][C:4](=[O:19])[C:5](=O)[CH2:6][C:7](=[O:17])[CH2:8][C:9](=O)[C:10]1[CH:15]=[CH:14][CH:13]=[CH:12][N:11]=1)[CH3:2].C([O-])(=O)C.[NH4+:24], predict the reaction product. (2) Given the reactants C(O)(C(F)(F)F)=O.[OH:8][C@H:9]([C:28]1[CH:37]=[CH:36][C:35]([OH:38])=[C:34]2[C:29]=1[CH:30]=[CH:31][C:32](=[O:39])[NH:33]2)[CH2:10][NH:11][CH:12]1[CH2:17][CH2:16][N:15]([CH2:18][CH2:19][CH2:20][C:21]([O:23]C(C)(C)C)=[O:22])[CH2:14][CH2:13]1, predict the reaction product. The product is: [NH3:11].[OH:8][C@H:9]([C:28]1[CH:37]=[CH:36][C:35]([OH:38])=[C:34]2[C:29]=1[CH:30]=[CH:31][C:32](=[O:39])[NH:33]2)[CH2:10][NH:11][CH:12]1[CH2:17][CH2:16][N:15]([CH2:18][CH2:19][CH2:20][C:21]([OH:23])=[O:22])[CH2:14][CH2:13]1.